From a dataset of Reaction yield outcomes from USPTO patents with 853,638 reactions. Predict the reaction yield, written as a fraction of the theoretical maximum amount of product (1.0 means a 100% yield; for example, 0.34 means a 34% yield). (1) The reactants are I/C=C/C1C=CC=CC=1.COC(=O)[C@@H](NC(=O)[C:22]1[CH:27]=[CH:26][C:25]([C:28]#[C:29]/[CH:30]=[CH:31]/[C:32]2[CH:37]=[CH:36][C:35]([CH2:38][OH:39])=[CH:34][CH:33]=2)=[CH:24][CH:23]=1)CNC(=O)CBr.CCN(CC)CC.C1C[O:52][CH2:51]C1. The catalyst is CCOC(C)=O.Cl[Pd](Cl)([P](C1C=CC=CC=1)(C1C=CC=CC=1)C1C=CC=CC=1)[P](C1C=CC=CC=1)(C1C=CC=CC=1)C1C=CC=CC=1.[Cu]I. The product is [CH3:51][O:52][C:38](=[O:39])[C:35]1[CH:34]=[CH:33][C:32]([C:31]#[C:30]/[CH:29]=[CH:28]/[C:25]2[CH:24]=[CH:23][CH:22]=[CH:27][CH:26]=2)=[CH:37][CH:36]=1. The yield is 0.600. (2) The reactants are [OH:1][CH2:2][C:3]1[O:7][N:6]=[C:5]([C:8]2[CH:13]=[CH:12][CH:11]=[CH:10][CH:9]=2)[C:4]=1[C:14]1[CH:19]=[CH:18][C:17]([S:20]([NH2:23])(=[O:22])=[O:21])=[CH:16][CH:15]=1.[C:24](O[C:24](=[O:27])[CH2:25][CH3:26])(=[O:27])[CH2:25][CH3:26].C(N(CC)CC)C.CN(C1C=[CH:47][CH:46]=[CH:45]N=1)C. The catalyst is C1COCC1.C(OCC)(=O)C. The product is [CH2:45]([O:1][CH2:2][C:3]1[O:7][N:6]=[C:5]([C:8]2[CH:9]=[CH:10][CH:11]=[CH:12][CH:13]=2)[C:4]=1[C:14]1[CH:19]=[CH:18][C:17]([S:20]([NH:23][C:24](=[O:27])[CH2:25][CH3:26])(=[O:22])=[O:21])=[CH:16][CH:15]=1)[CH2:46][CH3:47]. The yield is 0.790.